From a dataset of Reaction yield outcomes from USPTO patents with 853,638 reactions. Predict the reaction yield, written as a fraction of the theoretical maximum amount of product (1.0 means a 100% yield; for example, 0.34 means a 34% yield). (1) The reactants are [CH3:1][CH:2]([C:4]1[CH:11]=[C:10]([OH:12])[C:8](=[O:9])[CH:7]=[CH:6][CH:5]=1)[CH3:3].[S:13]1[CH:17]=[CH:16][N:15]=[C:14]1[N:18]1[CH2:23][CH2:22][NH:21][CH2:20][CH2:19]1.[C:24](O)(=O)C.C=O. The catalyst is CO. The product is [OH:12][C:10]1[C:8](=[O:9])[C:7]([CH2:24][N:21]2[CH2:20][CH2:19][N:18]([C:14]3[S:13][CH:17]=[CH:16][N:15]=3)[CH2:23][CH2:22]2)=[CH:6][CH:5]=[C:4]([CH:2]([CH3:1])[CH3:3])[CH:11]=1. The yield is 0.490. (2) The reactants are [F:1][C:2]1[CH:3]=[C:4]([N:8]2[CH:12]=[C:11]([N:13]([CH2:21][C:22]#[CH:23])C(=O)OC(C)(C)C)[C:10]([CH3:24])=[N:9]2)[CH:5]=[N:6][CH:7]=1.[ClH:25]. The catalyst is O1CCOCC1.C(OCC)C. The product is [ClH:25].[F:1][C:2]1[CH:3]=[C:4]([N:8]2[CH:12]=[C:11]([NH:13][CH2:21][C:22]#[CH:23])[C:10]([CH3:24])=[N:9]2)[CH:5]=[N:6][CH:7]=1. The yield is 0.890. (3) The reactants are [F:1][C:2]([F:7])([F:6])[S:3]([O-])=O.[K+].C1(C)C=CC(S(O)(=O)=O)=CC=1.CNC.O.C1(C)C=CC(S(O)(=O)=O)=CC=1.S(Cl)(Cl)=O.[Cl:39][C:40]1[CH:45]=[C:44]([C:46]([F:49])([F:48])[F:47])[CH:43]=[C:42]([Cl:50])[C:41]=1[N:51]1[C:55]([NH:56][CH2:57][C:58]2[CH:63]=[N:62][CH:61]=[CH:60][N:59]=2)=[CH:54][C:53]([C:64]#[N:65])=[N:52]1.C(=O)([O-])O.[Na+]. The catalyst is ClCCCl. The product is [Cl:50][C:42]1[CH:43]=[C:44]([C:46]([F:47])([F:48])[F:49])[CH:45]=[C:40]([Cl:39])[C:41]=1[N:51]1[C:55]([NH:56][CH2:57][C:58]2[CH:63]=[N:62][CH:61]=[CH:60][N:59]=2)=[C:54]([S:3][C:2]([F:7])([F:6])[F:1])[C:53]([C:64]#[N:65])=[N:52]1. The yield is 0.380. (4) The reactants are [CH2:1]([C:3]([C:21]1[CH:34]=[CH:33][C:24]([CH:25]=[C:26]2[S:30][C:29](=[O:31])[NH:28][C:27]2=[O:32])=[C:23]([CH3:35])[CH:22]=1)([C:6]1[CH:11]=[CH:10][C:9]([O:12][CH2:13][CH:14]([OH:19])[C:15]([CH3:18])([CH3:17])[CH3:16])=[C:8]([CH3:20])[CH:7]=1)[CH2:4][CH3:5])[CH3:2]. The catalyst is CO. The product is [CH2:1]([C:3]([C:21]1[CH:34]=[CH:33][C:24]([CH2:25][CH:26]2[S:30][C:29](=[O:31])[NH:28][C:27]2=[O:32])=[C:23]([CH3:35])[CH:22]=1)([C:6]1[CH:11]=[CH:10][C:9]([O:12][CH2:13][CH:14]([OH:19])[C:15]([CH3:17])([CH3:18])[CH3:16])=[C:8]([CH3:20])[CH:7]=1)[CH2:4][CH3:5])[CH3:2]. The yield is 0.340. (5) The reactants are [Cl:1][C:2]1[CH:7]=[C:6]([NH:8][C:9]2[C:18]3[C:13](=[CH:14][CH:15]=[CH:16][C:17]=3[O:19][C@H:20]([CH3:25])[CH2:21][N:22]([CH3:24])[CH3:23])[N:12]=[CH:11][N:10]=2)[CH:5]=[CH:4][C:3]=1[OH:26].C(=O)([O-])[O-].[K+].[K+].Cl.[N:34]1[CH:39]=[CH:38][CH:37]=[CH:36][C:35]=1[CH2:40]Cl.C1OCCOCCOCCOCCOCCOC1. The catalyst is CC(N(C)C)=O. The product is [Cl:1][C:2]1[CH:7]=[C:6]([NH:8][C:9]2[C:18]3[C:13](=[CH:14][CH:15]=[CH:16][C:17]=3[O:19][C@H:20]([CH3:25])[CH2:21][N:22]([CH3:23])[CH3:24])[N:12]=[CH:11][N:10]=2)[CH:5]=[CH:4][C:3]=1[O:26][CH2:40][C:35]1[CH:36]=[CH:37][CH:38]=[CH:39][N:34]=1. The yield is 0.790. (6) The yield is 0.800. The product is [CH3:1][CH:2]([C:4]1[CH:5]=[CH:6][C:7]([C:10]2[C:18]3[C:13](=[CH:14][CH:15]=[C:16]([C:19]4[N:20]=[N:27][NH:28][N:29]=4)[CH:17]=3)[NH:12][N:11]=2)=[CH:8][CH:9]=1)[CH3:3]. The catalyst is C1(C)C=CC=CC=1.[OH-].[Na+]. The reactants are [CH3:1][CH:2]([C:4]1[CH:9]=[CH:8][C:7]([C:10]2[C:18]3[C:13](=[CH:14][CH:15]=[C:16]([C:19]#[N:20])[CH:17]=3)[N:12](C3CCCCO3)[N:11]=2)=[CH:6][CH:5]=1)[CH3:3].[N:27]([Sn](CCCC)(CCCC)CCCC)=[N+:28]=[N-:29].O1CCOCC1.Cl.